Task: Predict the reactants needed to synthesize the given product.. Dataset: Full USPTO retrosynthesis dataset with 1.9M reactions from patents (1976-2016) (1) Given the product [O:9]1[CH:10]=[CH:11][C:7]([C:15](=[O:25])[CH2:16][NH:17][C:18](=[O:24])[O:19][C:20]([CH3:21])([CH3:22])[CH3:23])=[CH:8]1, predict the reactants needed to synthesize it. The reactants are: [Li]CCCC.Br[C:7]1[CH:11]=[CH:10][O:9][CH:8]=1.CON(C)[C:15](=[O:25])[CH2:16][NH:17][C:18](=[O:24])[O:19][C:20]([CH3:23])([CH3:22])[CH3:21].C([O-])(O)=O.[Na+]. (2) Given the product [C:7]([C:13]1[CH:22]=[CH:21][C:16]([C:17]([O:19][CH3:20])=[O:18])=[CH:15][C:14]=1[F:23])(=[O:8])[CH3:6], predict the reactants needed to synthesize it. The reactants are: C(Cl)C=C.F[C:6](F)(F)[C:7](O)=[O:8].Br[C:13]1[CH:22]=[CH:21][C:16]([C:17]([O:19][CH3:20])=[O:18])=[CH:15][C:14]=1[F:23].C(OC(=O)C)(=O)C.Cl. (3) Given the product [NH2:36][C:2]1[N:7]=[C:6]([C:8]2[S:12][C:11]([N:13]3[CH2:18][CH2:17][O:16][CH2:15][CH2:14]3)=[N:10][C:9]=2[C:19]2[C:20]([F:35])=[C:21]([NH:25][S:26]([N:29]3[CH2:34][CH2:33][O:32][CH2:31][CH2:30]3)(=[O:28])=[O:27])[CH:22]=[CH:23][CH:24]=2)[CH:5]=[CH:4][N:3]=1, predict the reactants needed to synthesize it. The reactants are: Cl[C:2]1[N:7]=[C:6]([C:8]2[S:12][C:11]([N:13]3[CH2:18][CH2:17][O:16][CH2:15][CH2:14]3)=[N:10][C:9]=2[C:19]2[C:20]([F:35])=[C:21]([NH:25][S:26]([N:29]3[CH2:34][CH2:33][O:32][CH2:31][CH2:30]3)(=[O:28])=[O:27])[CH:22]=[CH:23][CH:24]=2)[CH:5]=[CH:4][N:3]=1.[NH4+:36].[OH-].